This data is from Reaction yield outcomes from USPTO patents with 853,638 reactions. The task is: Predict the reaction yield, written as a fraction of the theoretical maximum amount of product (1.0 means a 100% yield; for example, 0.34 means a 34% yield). The reactants are [Cl-].O[NH3+:3].[C:4](=[O:7])([O-])[OH:5].[Na+].CS(C)=O.[OH:13][C:14]1([CH2:18][O:19][C@H:20]2[CH2:25][CH2:24][C@H:23]([N:26]3[C:31](=[O:32])[C:30]([CH2:33][C:34]4[CH:39]=[CH:38][C:37]([C:40]5[C:41]([C:46]#[N:47])=[CH:42][CH:43]=[CH:44][CH:45]=5)=[CH:36][CH:35]=4)=[C:29]([CH2:48][CH2:49][CH3:50])[N:28]4[N:51]=[CH:52][N:53]=[C:27]34)[CH2:22][CH2:21]2)[CH2:17][CH2:16][CH2:15]1. The catalyst is O.C(OCC)(=O)C. The product is [OH:13][C:14]1([CH2:18][O:19][C@H:20]2[CH2:21][CH2:22][C@H:23]([N:26]3[C:31](=[O:32])[C:30]([CH2:33][C:34]4[CH:35]=[CH:36][C:37]([C:40]5[CH:45]=[CH:44][CH:43]=[CH:42][C:41]=5[C:46]5[NH:3][C:4](=[O:7])[O:5][N:47]=5)=[CH:38][CH:39]=4)=[C:29]([CH2:48][CH2:49][CH3:50])[N:28]4[N:51]=[CH:52][N:53]=[C:27]34)[CH2:24][CH2:25]2)[CH2:17][CH2:16][CH2:15]1. The yield is 0.460.